This data is from Reaction yield outcomes from USPTO patents with 853,638 reactions. The task is: Predict the reaction yield, written as a fraction of the theoretical maximum amount of product (1.0 means a 100% yield; for example, 0.34 means a 34% yield). The reactants are [F:1][C:2]([F:18])([F:17])[C:3]1[CH:4]=[C:5]([C@H:13]([NH:15][CH3:16])[CH3:14])[CH:6]=[C:7]([C:9]([F:12])([F:11])[F:10])[CH:8]=1.C(N(CC)CC)C.[C:26](Cl)(Cl)=[O:27].[CH2:30]([N:37]1[CH2:44][CH:43]2[CH2:45][CH:39]([CH2:40][NH:41][CH:42]2[C:46]2[CH:51]=[CH:50][C:49]([F:52])=[CH:48][C:47]=2[CH3:53])[CH2:38]1)[C:31]1[CH:36]=[CH:35][CH:34]=[CH:33][CH:32]=1. The catalyst is C1(C)C=CC=CC=1.CN(C1C=CN=CC=1)C. The product is [F:1][C:2]([F:17])([F:18])[C:3]1[CH:4]=[C:5]([CH:13]([N:15]([CH3:16])[C:26]([N:41]2[CH2:40][CH:39]3[CH2:45][CH:43]([CH2:44][N:37]([CH2:30][C:31]4[CH:32]=[CH:33][CH:34]=[CH:35][CH:36]=4)[CH2:38]3)[CH:42]2[C:46]2[CH:51]=[CH:50][C:49]([F:52])=[CH:48][C:47]=2[CH3:53])=[O:27])[CH3:14])[CH:6]=[C:7]([C:9]([F:10])([F:11])[F:12])[CH:8]=1. The yield is 0.820.